This data is from Full USPTO retrosynthesis dataset with 1.9M reactions from patents (1976-2016). The task is: Predict the reactants needed to synthesize the given product. (1) Given the product [CH3:23][O:22][CH2:21][CH2:20][O:19][CH2:18][CH2:17][N:12]1[C:11]2[CH:10]=[CH:9][CH:8]=[CH:7][C:6]=2[C:5]2[C:13]1=[CH:1][CH:2]=[CH:3][CH:4]=2, predict the reactants needed to synthesize it. The reactants are: [CH:1]1[C:13]2[NH:12][C:11]3[C:6](=[CH:7][CH:8]=[CH:9][CH:10]=3)[C:5]=2[CH:4]=[CH:3][CH:2]=1.[H-].[Na+].Cl[CH2:17][CH2:18][O:19][CH2:20][CH2:21][O:22][CH3:23]. (2) Given the product [C:1]([O:5][C:6](=[O:27])[NH:7][C@@H:8]([C:12]1[CH:17]=[CH:16][C:15]([Cl:18])=[C:14]([O:19][C:20]2[CH:25]=[CH:24][CH:23]=[CH:22][CH:21]=2)[C:13]=1[F:26])[CH2:9][CH2:10][O:11][CH3:28])([CH3:4])([CH3:2])[CH3:3], predict the reactants needed to synthesize it. The reactants are: [C:1]([O:5][C:6](=[O:27])[NH:7][C@@H:8]([C:12]1[CH:17]=[CH:16][C:15]([Cl:18])=[C:14]([O:19][C:20]2[CH:25]=[CH:24][CH:23]=[CH:22][CH:21]=2)[C:13]=1[F:26])[CH2:9][CH2:10][OH:11])([CH3:4])([CH3:3])[CH3:2].[CH3:28]I. (3) Given the product [CH2:34]([N:3]([CH2:1][CH3:2])[CH2:4]/[CH:5]=[CH:6]\[C:7]1[CH:12]=[C:11]([F:13])[CH:10]=[CH:9][C:8]=1[S:14]([NH:17][C:18]1[C:29]([C:30]([OH:32])=[O:31])=[C:22]2[N:23]=[C:24]3[CH2:28][CH2:27][CH2:26][N:25]3[C:21]2=[CH:20][CH:19]=1)(=[O:15])=[O:16])[CH3:35], predict the reactants needed to synthesize it. The reactants are: [CH2:1]([N:3]([CH2:34][CH3:35])[CH2:4]/[CH:5]=[CH:6]\[C:7]1[CH:12]=[C:11]([F:13])[CH:10]=[CH:9][C:8]=1[S:14]([NH:17][C:18]1[C:29]([C:30]([O:32]C)=[O:31])=[C:22]2[N:23]=[C:24]3[CH2:28][CH2:27][CH2:26][N:25]3[C:21]2=[CH:20][CH:19]=1)(=[O:16])=[O:15])[CH3:2].O.[OH-].[Li+].C(O)=O. (4) Given the product [N:67]1([CH2:72][C:73]2[CH:80]=[CH:79][C:76]([C:77]3[NH:42][C:39]4=[N:40][CH:41]=[C:36]([Br:35])[C:37]([N:46]5[CH2:51][CH2:50][N:49]([CH2:52][C:53]6[CH:54]=[N:55][CH:56]=[CH:57][CH:58]=6)[CH2:48][CH2:47]5)=[C:38]4[N:43]=3)=[CH:75][CH:74]=2)[CH:71]=[CH:70][N:69]=[CH:68]1, predict the reactants needed to synthesize it. The reactants are: BrC1C(N2CCN(C(NC3C=CC=CC=3)=O)CC2)=C2N=C(C3C=CC(N(C)C)=CC=3)NC2=NC=1.[Br:35][C:36]1[C:37]([N:46]2[CH2:51][CH2:50][N:49]([CH2:52][C:53]3[CH:54]=[N:55][CH:56]=[CH:57][CH:58]=3)[CH2:48][CH2:47]2)=[C:38]([N+:43]([O-])=O)[C:39]([NH2:42])=[N:40][CH:41]=1.[O-]S(S([O-])=O)=O.[Na+].[Na+].[N:67]1([CH2:72][C:73]2[CH:80]=[CH:79][C:76]([CH:77]=O)=[CH:75][CH:74]=2)[CH:71]=[CH:70][N:69]=[CH:68]1.